From a dataset of NCI-60 drug combinations with 297,098 pairs across 59 cell lines. Regression. Given two drug SMILES strings and cell line genomic features, predict the synergy score measuring deviation from expected non-interaction effect. (1) Drug 1: CC1C(C(CC(O1)OC2CC(CC3=C2C(=C4C(=C3O)C(=O)C5=C(C4=O)C(=CC=C5)OC)O)(C(=O)CO)O)N)O.Cl. Drug 2: C1CC(=O)NC(=O)C1N2C(=O)C3=CC=CC=C3C2=O. Cell line: HOP-92. Synergy scores: CSS=4.92, Synergy_ZIP=3.07, Synergy_Bliss=0.823, Synergy_Loewe=-3.42, Synergy_HSA=-1.44. (2) Drug 1: C1=CC(=CC=C1C#N)C(C2=CC=C(C=C2)C#N)N3C=NC=N3. Cell line: NCI-H460. Synergy scores: CSS=-4.95, Synergy_ZIP=2.94, Synergy_Bliss=2.26, Synergy_Loewe=-7.17, Synergy_HSA=-6.59. Drug 2: CC1=C2C(C(=O)C3(C(CC4C(C3C(C(C2(C)C)(CC1OC(=O)C(C(C5=CC=CC=C5)NC(=O)OC(C)(C)C)O)O)OC(=O)C6=CC=CC=C6)(CO4)OC(=O)C)O)C)O.